From a dataset of Retrosynthesis with 50K atom-mapped reactions and 10 reaction types from USPTO. Predict the reactants needed to synthesize the given product. (1) Given the product OCc1c(-c2c(Cl)cncc2Cl)noc1C1CCC1, predict the reactants needed to synthesize it. The reactants are: O=C(O)c1c(-c2c(Cl)cncc2Cl)noc1C1CCC1. (2) Given the product C[C@]12CC[C@H]3C(=CCC4=C3CCC(O)C4)[C@@H]1CC1OCCOC12, predict the reactants needed to synthesize it. The reactants are: C[C@]12CC[C@H]3C(=CCC4=C3CCC(=O)C4)[C@@H]1CC1OCCOC12. (3) Given the product Cc1nc(NS(=O)(=O)c2cccc(C(F)(F)F)c2)ccc1COCCF, predict the reactants needed to synthesize it. The reactants are: Cc1nc(N)ccc1COCCF.O=S(=O)(Cl)c1cccc(C(F)(F)F)c1. (4) Given the product Cc1nc2ccccn2c(=O)c1CCN1CCC(C(=O)c2ccc(F)cc2)CC1, predict the reactants needed to synthesize it. The reactants are: Cc1nc2ccccn2c(=O)c1CCCl.O=C(c1ccc(F)cc1)C1CCNCC1.